From a dataset of Full USPTO retrosynthesis dataset with 1.9M reactions from patents (1976-2016). Predict the reactants needed to synthesize the given product. (1) Given the product [Cl:25][C:26]1[CH:31]=[CH:30][C:29]([C:2]2[CH:7]=[CH:6][C:5]([C:8]3[N:9]([CH2:14][C@@H:15]4[CH2:19][CH2:18][N:17]([C:20]([CH:22]5[CH2:24][CH2:23]5)=[O:21])[CH2:16]4)[C:10](=[O:13])[NH:11][N:12]=3)=[CH:4][CH:3]=2)=[CH:28][CH:27]=1, predict the reactants needed to synthesize it. The reactants are: Br[C:2]1[CH:7]=[CH:6][C:5]([C:8]2[N:9]([CH2:14][C@@H:15]3[CH2:19][CH2:18][N:17]([C:20]([CH:22]4[CH2:24][CH2:23]4)=[O:21])[CH2:16]3)[C:10](=[O:13])[NH:11][N:12]=2)=[CH:4][CH:3]=1.[Cl:25][C:26]1[CH:31]=[CH:30][C:29](B(O)O)=[CH:28][CH:27]=1.[O-]P([O-])([O-])=O.[K+].[K+].[K+]. (2) Given the product [C:6]([O:5][C:3]([NH:2][O:1][CH2:24][CH:22]([C:16]1[CH:17]=[CH:18][C:19]([O:20][CH3:21])=[C:14]([O:13][CH3:12])[CH:15]=1)[OH:23])=[O:4])([CH3:9])([CH3:8])[CH3:7], predict the reactants needed to synthesize it. The reactants are: [OH:1][NH:2][C:3]([O:5][C:6]([CH3:9])([CH3:8])[CH3:7])=[O:4].[OH-].[Na+].[CH3:12][O:13][C:14]1[CH:15]=[C:16]([CH:22]2[CH2:24][O:23]2)[CH:17]=[CH:18][C:19]=1[O:20][CH3:21]. (3) Given the product [CH2:1]([O:3][C:4](=[O:12])[C:5]1[CH:10]=[CH:9][C:8]([O:20][C:19]2[C:14]([CH3:13])=[N:15][CH:16]=[CH:17][CH:18]=2)=[CH:7][CH:6]=1)[CH3:2], predict the reactants needed to synthesize it. The reactants are: [CH2:1]([O:3][C:4](=[O:12])[C:5]1[CH:10]=[CH:9][C:8](F)=[CH:7][CH:6]=1)[CH3:2].[CH3:13][C:14]1[C:19]([OH:20])=[CH:18][CH:17]=[CH:16][N:15]=1.C(=O)([O-])[O-].[K+].[K+]. (4) Given the product [CH3:1][O:2][C:3](=[O:10])[CH:4]([O:28][C:22]1[CH:21]=[C:20]([C:18]#[N:19])[CH:25]=[C:24]([C:26]#[N:27])[CH:23]=1)[C:5](=[O:8])[CH2:6][CH3:7], predict the reactants needed to synthesize it. The reactants are: [CH3:1][O:2][C:3](=[O:10])[CH:4](Cl)[C:5](=[O:8])[CH2:6][CH3:7].C1(O)C=CC=CC=1.[C:18]([C:20]1[CH:21]=[C:22]([OH:28])[CH:23]=[C:24]([C:26]#[N:27])[CH:25]=1)#[N:19].C(=O)([O-])[O-].[Cs+].[Cs+].